From a dataset of Forward reaction prediction with 1.9M reactions from USPTO patents (1976-2016). Predict the product of the given reaction. Given the reactants BrC1C=[C:4]([C@@H:8]2[C@@H:12]([C:13]3[CH:18]=[C:17]([F:19])[CH:16]=[CH:15][C:14]=3F)[O:11][C:10](=[O:21])[NH:9]2)C=NC=1.Cl.Cl.N[C@H](C1[N:40]=[C:39]([Cl:41])[CH:38]=[CH:37][N:36]=1)[C@@H](C1C=CC=C(F)C=1)O.O.C(O)(C(F)(F)F)=O, predict the reaction product. The product is: [Cl:41][C:39]1[CH:38]=[CH:37][N:36]=[C:4]([C@@H:8]2[C@@H:12]([C:13]3[CH:14]=[CH:15][CH:16]=[C:17]([F:19])[CH:18]=3)[O:11][C:10](=[O:21])[NH:9]2)[N:40]=1.